This data is from Forward reaction prediction with 1.9M reactions from USPTO patents (1976-2016). The task is: Predict the product of the given reaction. (1) Given the reactants [Br:1][C:2]1[CH:3]=[C:4]([S:9]([NH2:12])(=[O:11])=[O:10])[C:5]([OH:8])=[N:6][CH:7]=1.[CH3:13][Si](C=[N+]=[N-])(C)C, predict the reaction product. The product is: [Br:1][C:2]1[CH:3]=[C:4]([S:9]([NH2:12])(=[O:11])=[O:10])[C:5](=[O:8])[N:6]([CH3:13])[CH:7]=1.[Br:1][C:2]1[CH:3]=[C:4]([S:9]([NH2:12])(=[O:11])=[O:10])[C:5]([O:8][CH3:13])=[N:6][CH:7]=1. (2) Given the reactants [Cr](Cl)([O-])(=O)=O.[NH+]1C=CC=CC=1.[Br:12][C:13]1[CH:14]=[C:15]([CH3:22])[C:16]([F:21])=[C:17]([CH2:19][OH:20])[CH:18]=1, predict the reaction product. The product is: [Br:12][C:13]1[CH:14]=[C:15]([CH3:22])[C:16]([F:21])=[C:17]([CH:18]=1)[CH:19]=[O:20]. (3) Given the reactants [CH3:1][O:2][C:3]1[CH:11]=[CH:10][CH:9]=[C:8]2[C:4]=1[CH2:5][C:6](=[O:12])[NH:7]2.[CH2:13](Br)[C:14]1[CH:19]=[CH:18][CH:17]=[CH:16][CH:15]=1, predict the reaction product. The product is: [CH2:13]([CH:5]1[C:4]2[C:8](=[CH:9][CH:10]=[CH:11][C:3]=2[O:2][CH3:1])[NH:7][C:6]1=[O:12])[C:14]1[CH:19]=[CH:18][CH:17]=[CH:16][CH:15]=1. (4) Given the reactants [Br:1][C:2]1[CH:3]=[CH:4][C:5]2[N:6]([CH:9]=[C:10]([C:12]([O:14]CC)=[O:13])[N:11]=2)[C:7]=1[CH3:8].[OH-].[Na+].C(O)(=O)C, predict the reaction product. The product is: [Br:1][C:2]1[CH:3]=[CH:4][C:5]2[N:6]([CH:9]=[C:10]([C:12]([OH:14])=[O:13])[N:11]=2)[C:7]=1[CH3:8]. (5) Given the reactants [C:1]([C:3]1[CH:4]=[C:5]2[C:9](=[CH:10][CH:11]=1)[NH:8][CH:7]=[CH:6]2)#[N:2].[NH2:12][OH:13].Cl.C([O-])(O)=O.[Na+], predict the reaction product. The product is: [OH:13][NH:12][C:1]([C:3]1[CH:4]=[C:5]2[C:9](=[CH:10][CH:11]=1)[NH:8][CH:7]=[CH:6]2)=[NH:2]. (6) Given the reactants C([O:3][C:4](=[O:25])[C@@H:5]([O:22][CH2:23][CH3:24])[CH2:6][C:7]1[CH:12]=[CH:11][C:10]([O:13][CH2:14][C:15]2[S:16][C:17](Br)=[CH:18][C:19]=2[CH3:20])=[CH:9][CH:8]=1)C.[CH3:26][O:27][CH2:28][N:29]1[N:33]=[N:32][C:31]([C:34]2[CH:39]=[CH:38][C:37](B3OC(C)(C)C(C)(C)O3)=[CH:36][CH:35]=2)=[N:30]1, predict the reaction product. The product is: [CH2:23]([O:22][C@@H:5]([CH2:6][C:7]1[CH:8]=[CH:9][C:10]([O:13][CH2:14][C:15]2[S:16][C:17]([C:37]3[CH:38]=[CH:39][C:34]([C:31]4[N:32]=[N:33][N:29]([CH2:28][O:27][CH3:26])[N:30]=4)=[CH:35][CH:36]=3)=[CH:18][C:19]=2[CH3:20])=[CH:11][CH:12]=1)[C:4]([OH:3])=[O:25])[CH3:24]. (7) The product is: [CH2:31]([S:38]([N:41]1[CH2:46][CH2:45][CH:44]([NH:1][C:2]2[CH:3]=[C:4]([C:8]3[S:12][CH:11]=[C:10]([N:13]4[S:19](=[O:29])(=[O:28])[NH:20][C:21](=[O:22])[CH2:14]4)[C:9]=3[CH3:30])[CH:5]=[CH:6][CH:7]=2)[CH2:43][CH2:42]1)(=[O:40])=[O:39])[C:32]1[CH:33]=[CH:34][CH:35]=[CH:36][CH:37]=1. Given the reactants [NH2:1][C:2]1[CH:3]=[C:4]([C:8]2[S:12][CH:11]=[C:10]([N:13]([S:19](=[O:29])(=[O:28])[NH:20][C:21](OC(C)(C)C)=[O:22])[CH2:14]C(OC)=O)[C:9]=2[CH3:30])[CH:5]=[CH:6][CH:7]=1.[CH2:31]([S:38]([N:41]1[CH2:46][CH2:45][C:44](=O)[CH2:43][CH2:42]1)(=[O:40])=[O:39])[C:32]1[CH:37]=[CH:36][CH:35]=[CH:34][CH:33]=1.CC(O)=O.[BH3-]C#N.[Na+], predict the reaction product.